This data is from Reaction yield outcomes from USPTO patents with 853,638 reactions. The task is: Predict the reaction yield, written as a fraction of the theoretical maximum amount of product (1.0 means a 100% yield; for example, 0.34 means a 34% yield). (1) The reactants are [Br:1][C:2]1[CH:7]=[C:6]([C:8]([CH3:11])([CH3:10])[CH3:9])[CH:5]=[CH:4][C:3]=1[NH2:12].[N+:13]([O-])([O-:15])=[O:14].[K+]. The catalyst is OS(O)(=O)=O. The product is [Br:1][C:2]1[CH:7]=[C:6]([C:8]([CH3:9])([CH3:11])[CH3:10])[C:5]([N+:13]([O-:15])=[O:14])=[CH:4][C:3]=1[NH2:12]. The yield is 0.780. (2) The reactants are [CH2:1]([O:5][C:6]1[CH:7]=[C:8]([CH:12]([C:21]([O:23][C:24]([CH3:27])([CH3:26])[CH3:25])=[O:22])[CH2:13][NH:14][CH2:15][C:16]([N:18]([CH3:20])[CH3:19])=[O:17])[CH:9]=[CH:10][CH:11]=1)[CH2:2][CH2:3][CH3:4].[CH3:28][Si](C)(C)[N-][Si](C)(C)C.[Li+].CI. The catalyst is C1COCC1. The product is [CH2:1]([O:5][C:6]1[CH:7]=[C:8]([CH:12]([C:21]([O:23][C:24]([CH3:26])([CH3:25])[CH3:27])=[O:22])[CH2:13][NH:14][CH:15]([CH3:28])[C:16]([N:18]([CH3:20])[CH3:19])=[O:17])[CH:9]=[CH:10][CH:11]=1)[CH2:2][CH2:3][CH3:4]. The yield is 0.520. (3) The reactants are Cl[C:2]1[CH:12]=[C:11]([NH:13][CH3:14])[C:5]([C:6]([O:8][CH2:9][CH3:10])=[O:7])=[CH:4][N:3]=1.Cl.[CH3:16][O:17][NH:18][CH3:19].C([O-])([O-])=O.[Na+].[Na+]. The catalyst is O1CCOCC1. The product is [CH3:16][O:17][N:18]([CH3:19])[C:2]1[CH:12]=[C:11]([NH:13][CH3:14])[C:5]([C:6]([O:8][CH2:9][CH3:10])=[O:7])=[CH:4][N:3]=1. The yield is 0.740. (4) The reactants are C(OC([N:8]1[C:16]2[C:11](=[C:12]([NH:26][C:27]3[CH:32]=[CH:31][C:30]([I:33])=[CH:29][C:28]=3[F:34])[C:13]([NH:19][S:20]([CH:23]3[CH2:25][CH2:24]3)(=[O:22])=[O:21])=[C:14]([O:17][CH3:18])[CH:15]=2)[CH:10]=[N:9]1)=O)(C)(C)C.C(O)(C(F)(F)F)=O. The catalyst is C(Cl)Cl. The product is [F:34][C:28]1[CH:29]=[C:30]([I:33])[CH:31]=[CH:32][C:27]=1[NH:26][C:12]1[C:13]([NH:19][S:20]([CH:23]2[CH2:24][CH2:25]2)(=[O:22])=[O:21])=[C:14]([O:17][CH3:18])[CH:15]=[C:16]2[C:11]=1[CH:10]=[N:9][NH:8]2. The yield is 0.520. (5) The reactants are [C:1]1([C:7]([C:15]2[CH:20]=[CH:19][CH:18]=[CH:17][CH:16]=2)([C:9]2[CH:14]=[CH:13][CH:12]=[CH:11][CH:10]=2)O)[CH:6]=[CH:5][CH:4]=[CH:3][CH:2]=1.[SH:21][CH2:22][C:23]([OH:25])=[O:24]. The catalyst is C(Cl)Cl.C(O)(=O)C. The product is [C:1]1([C:7]([C:15]2[CH:20]=[CH:19][CH:18]=[CH:17][CH:16]=2)([C:9]2[CH:14]=[CH:13][CH:12]=[CH:11][CH:10]=2)[S:21][CH2:22][C:23]([OH:25])=[O:24])[CH:6]=[CH:5][CH:4]=[CH:3][CH:2]=1. The yield is 0.670. (6) The reactants are [CH2:1]([N:5](CCCC)CCCC)[CH2:2]CC.[CH:14]1[CH:19]=[C:18]2[CH:20]([CH2:27][O:28]C(NCC(O)=O)=O)[C:21]3[C:26]([C:17]2=[CH:16][CH:15]=1)=[CH:25][CH:24]=[CH:23][CH:22]=3.ClC(OCC(C)C)=[O:38].[NH2:44][C@H:45]1[CH2:68][CH2:67][C@@:66]2([CH3:69])[C@H:47]([CH2:48][CH2:49][C@@H:50]3[C@@H:65]2[CH2:64][C@H:63]([OH:70])[C@@:62]2([CH3:71])[C@H:51]3[CH2:52][CH2:53][C@@H:54]2[C@H:55]([CH3:61])[CH2:56][CH2:57][C:58]([OH:60])=[O:59])[CH2:46]1. The catalyst is CN(C=O)C. The product is [CH:22]1[C:21]2[CH:20]([CH2:27][O:28][NH:5][CH2:1][C:2]([NH:44][C@H:45]3[CH2:68][CH2:67][C@@:66]4([CH3:69])[C@H:47]([CH2:48][CH2:49][C@@H:50]5[C@@H:65]4[CH2:64][C@H:63]([OH:70])[C@@:62]4([CH3:71])[C@H:51]5[CH2:52][CH2:53][C@@H:54]4[C@H:55]([CH3:61])[CH2:56][CH2:57][C:58]([OH:60])=[O:59])[CH2:46]3)=[O:38])[C:18]3[C:17](=[CH:16][CH:15]=[CH:14][CH:19]=3)[C:26]=2[CH:25]=[CH:24][CH:23]=1. The yield is 0.310. (7) The reactants are [Br:1][CH2:2][C:3]([C:5]1[CH:10]=[CH:9][CH:8]=[CH:7][CH:6]=1)=O.[NH2:11][NH:12][C:13]([NH2:15])=[S:14].C(O)(=O)C. The catalyst is CO. The product is [Br:1][CH2:2][C:3](=[N:11][NH:12][C:13]([NH2:15])=[S:14])[C:5]1[CH:10]=[CH:9][CH:8]=[CH:7][CH:6]=1. The yield is 0.850. (8) The reactants are [CH3:1][N:2]([CH2:4][C:5]1[C:9]2[CH:10]=[CH:11][CH:12]=[N:13][C:8]=2[NH:7][CH:6]=1)[CH3:3].CN(C)C=O.[H-].[Na+].[CH:21]([Si:24](Cl)([CH:28]([CH3:30])[CH3:29])[CH:25]([CH3:27])[CH3:26])([CH3:23])[CH3:22]. The catalyst is O. The yield is 0.588. The product is [CH3:3][N:2]([CH3:1])[CH2:4][C:5]1[C:9]2[C:8](=[N:13][CH:12]=[CH:11][CH:10]=2)[N:7]([Si:24]([CH:28]([CH3:30])[CH3:29])([CH:25]([CH3:27])[CH3:26])[CH:21]([CH3:23])[CH3:22])[CH:6]=1. (9) The reactants are [BH4-].[Na+].[F:3][C:4]1[C:5]([CH:27]=[O:28])=[C:6]([C:11]2[CH:20]=[C:19]3[C:14]([CH:15]=[C:16]([NH:21][C:22]([CH:24]4[CH2:26][CH2:25]4)=[O:23])[N:17]=[CH:18]3)=[CH:13][CH:12]=2)[C:7]([CH3:10])=[CH:8][CH:9]=1. The catalyst is C1COCC1.C(OCC)(=O)C. The product is [F:3][C:4]1[C:5]([CH2:27][OH:28])=[C:6]([C:11]2[CH:20]=[C:19]3[C:14]([CH:15]=[C:16]([NH:21][C:22]([CH:24]4[CH2:25][CH2:26]4)=[O:23])[N:17]=[CH:18]3)=[CH:13][CH:12]=2)[C:7]([CH3:10])=[CH:8][CH:9]=1. The yield is 0.400. (10) The reactants are [Cl:1][C:2]1[CH:3]=[C:4]([F:9])[C:5](F)=[N:6][CH:7]=1.[OH-].[NH4+:11]. No catalyst specified. The product is [NH2:11][C:5]1[C:4]([F:9])=[CH:3][C:2]([Cl:1])=[CH:7][N:6]=1. The yield is 0.760.